From a dataset of Forward reaction prediction with 1.9M reactions from USPTO patents (1976-2016). Predict the product of the given reaction. (1) Given the reactants [N+:1]([C:4]1[CH:10]=[CH:9][C:7]([NH2:8])=[CH:6][CH:5]=1)([O-:3])=[O:2].[N:11]([O-])=O.[Na+].[CH3:15][C:16]1[CH:17]=[C:18]([CH:36]=[CH:37][CH:38]=1)[N:19]([CH2:28][CH2:29][CH2:30][CH2:31][CH2:32][CH2:33][CH2:34][CH3:35])[CH2:20][CH2:21][CH2:22][CH2:23][CH2:24][CH2:25][CH2:26][CH3:27], predict the reaction product. The product is: [CH3:15][C:16]1[CH:17]=[C:18]([CH:36]=[CH:37][C:38]=1/[N:11]=[N:8]/[C:7]1[CH:9]=[CH:10][C:4]([N+:1]([O-:3])=[O:2])=[CH:5][CH:6]=1)[N:19]([CH2:28][CH2:29][CH2:30][CH2:31][CH2:32][CH2:33][CH2:34][CH3:35])[CH2:20][CH2:21][CH2:22][CH2:23][CH2:24][CH2:25][CH2:26][CH3:27]. (2) Given the reactants Cl[C:2]1[N:3]=[CH:4][C:5]2[CH:6]=[CH:7][C:8]3[C:17]4[C:16](=[O:18])[NH:15][CH2:14][CH2:13][CH2:12][C:11]=4[NH:10][C:9]=3[C:19]=2[CH:20]=1.CCCC[Sn]([C:34]1[CH:39]=[CH:38][CH:37]=[N:36][CH:35]=1)(CCCC)CCCC, predict the reaction product. The product is: [N:36]1[CH:37]=[CH:38][CH:39]=[C:34]([C:2]2[N:3]=[CH:4][C:5]3[CH:6]=[CH:7][C:8]4[C:17]5[C:16](=[O:18])[NH:15][CH2:14][CH2:13][CH2:12][C:11]=5[NH:10][C:9]=4[C:19]=3[CH:20]=2)[CH:35]=1. (3) Given the reactants [CH2:1]([O:4][CH2:5][C:6]1[N:11]=[C:10]([CH2:12]O)[CH:9]=[CH:8][CH:7]=1)[CH:2]=[CH2:3].C1(P(C2C=CC=CC=2)C2C=CC=CC=2)C=CC=CC=1.C(Br)(Br)(Br)[Br:34], predict the reaction product. The product is: [CH2:1]([O:4][CH2:5][C:6]1[CH:7]=[CH:8][CH:9]=[C:10]([CH2:12][Br:34])[N:11]=1)[CH:2]=[CH2:3]. (4) The product is: [NH:53]1[CH:54]=[CH:55][N:51]=[C:52]1[NH:56][C:57]([C:59]1[C:67]2[N:66]=[C:65]([NH:68][C:15]([C:9]3[N:10]=[CH:11][C:12]4[C:7]([CH:8]=3)=[CH:6][C:5]([O:4][CH:1]([CH3:2])[CH3:3])=[CH:14][CH:13]=4)=[O:17])[NH:64][C:63]=2[CH:62]=[CH:61][CH:60]=1)=[O:58]. Given the reactants [CH:1]([O:4][C:5]1[CH:6]=[C:7]2[C:12](=[CH:13][CH:14]=1)[CH:11]=[N:10][C:9]([C:15]([OH:17])=O)=[CH:8]2)([CH3:3])[CH3:2].CN(C(ON1N=NC2C=CC=CC1=2)=[N+](C)C)C.F[P-](F)(F)(F)(F)F.CCN(C(C)C)C(C)C.[NH:51]1[CH:55]=[CH:54][N:53]=[C:52]1[NH:56][C:57]([C:59]1[C:67]2[NH:66][C:65]([NH2:68])=[N:64][C:63]=2[CH:62]=[CH:61][CH:60]=1)=[O:58], predict the reaction product. (5) Given the reactants [CH3:1][O:2][C:3](=[O:18])[C:4](=O)[CH:5](Cl)[C:6]1[CH:11]=[CH:10][CH:9]=[CH:8][C:7]=1[C:12]([F:15])([F:14])[F:13].[C:19]([NH2:22])(=[S:21])[CH3:20], predict the reaction product. The product is: [CH3:1][O:2][C:3]([C:4]1[N:22]=[C:19]([CH3:20])[S:21][C:5]=1[C:6]1[CH:11]=[CH:10][CH:9]=[CH:8][C:7]=1[C:12]([F:15])([F:14])[F:13])=[O:18]. (6) Given the reactants OC(C(F)(F)F)=O.[NH2:8][C@@H:9]([C@@H:40]([OH:42])[CH3:41])[C:10]([NH:12][C@@H:13]([CH2:31][C:32]1[CH:37]=[CH:36][C:35]([O:38][CH3:39])=[CH:34][CH:33]=1)[C:14]([NH:16][C@@H:17]([CH2:24][C:25]1[CH:30]=[CH:29][CH:28]=[CH:27][CH:26]=1)[C:18]([C@@:20]1([CH3:23])[CH2:22][O:21]1)=[O:19])=[O:15])=[O:11].[O:43]1[CH2:48][CH2:47][N:46]([CH2:49][C:50](O)=[O:51])[CH2:45][CH2:44]1.CN(C(ON1N=NC2C=CC=NC1=2)=[N+](C)C)C.F[P-](F)(F)(F)(F)F.CCN(C(C)C)C(C)C, predict the reaction product. The product is: [OH:42][C@@H:40]([CH3:41])[C@H:9]([NH:8][C:50](=[O:51])[CH2:49][N:46]1[CH2:47][CH2:48][O:43][CH2:44][CH2:45]1)[C:10]([NH:12][C@@H:13]([CH2:31][C:32]1[CH:37]=[CH:36][C:35]([O:38][CH3:39])=[CH:34][CH:33]=1)[C:14]([NH:16][C@@H:17]([CH2:24][C:25]1[CH:30]=[CH:29][CH:28]=[CH:27][CH:26]=1)[C:18]([C@@:20]1([CH3:23])[CH2:22][O:21]1)=[O:19])=[O:15])=[O:11]. (7) Given the reactants [Cl:1][C:2]1[C:3]([N:21]2[CH2:26][CH2:25][CH:24]([C:27]([O:29]C(C)(C)C)=[O:28])[CH2:23][CH2:22]2)=[N:4][C:5]([CH2:14][N:15]2[CH2:19][CH2:18][CH2:17][C:16]2=[O:20])=[C:6]([C:8](=[O:13])[CH2:9][CH2:10][CH2:11][CH3:12])[CH:7]=1, predict the reaction product. The product is: [Cl:1][C:2]1[C:3]([N:21]2[CH2:26][CH2:25][CH:24]([C:27]([OH:29])=[O:28])[CH2:23][CH2:22]2)=[N:4][C:5]([CH2:14][N:15]2[CH2:19][CH2:18][CH2:17][C:16]2=[O:20])=[C:6]([C:8](=[O:13])[CH2:9][CH2:10][CH2:11][CH3:12])[CH:7]=1.